From a dataset of Catalyst prediction with 721,799 reactions and 888 catalyst types from USPTO. Predict which catalyst facilitates the given reaction. Reactant: Cl[C:2]1[C:11]([C:12]([OH:14])=[O:13])=[CH:10][C:9]2[C:4](=[C:5]([Cl:16])[CH:6]=[C:7]([Cl:15])[CH:8]=2)[N:3]=1.[NH2:17][C@H:18]([C:29]([OH:31])=[O:30])[CH2:19][C:20]1[C:28]2[C:23](=[CH:24][CH:25]=[CH:26][CH:27]=2)[NH:22][CH:21]=1. Product: [C:29]([C@@H:18]([NH:17][C:2]1[C:11]([C:12]([OH:14])=[O:13])=[CH:10][C:9]2[C:4](=[C:5]([Cl:16])[CH:6]=[C:7]([Cl:15])[CH:8]=2)[N:3]=1)[CH2:19][C:20]1[C:28]2[C:23](=[CH:24][CH:25]=[CH:26][CH:27]=2)[NH:22][CH:21]=1)([OH:31])=[O:30]. The catalyst class is: 16.